From a dataset of Full USPTO retrosynthesis dataset with 1.9M reactions from patents (1976-2016). Predict the reactants needed to synthesize the given product. (1) Given the product [Cl:22][C:19]1[CH:18]=[CH:17][C:16]([O:15][C:5]([CH3:14])([CH2:6][C:7]2[CH:8]=[CH:9][C:10]([O:37][CH2:36][CH2:35][C:33]3[N:34]=[C:30]([CH:24]4[CH2:25][CH2:26][CH2:27][CH2:28][CH2:29]4)[O:31][C:32]=3[CH3:48])=[CH:11][CH:12]=2)[C:4]([OH:23])=[O:3])=[CH:21][CH:20]=1, predict the reactants needed to synthesize it. The reactants are: C([O:3][C:4](=[O:23])[C:5]([O:15][C:16]1[CH:21]=[CH:20][C:19]([Cl:22])=[CH:18][CH:17]=1)([CH3:14])[CH2:6][C:7]1[CH:12]=[CH:11][C:10](O)=[CH:9][CH:8]=1)C.[CH:24]1([C:30]2[O:31][C:32]([CH3:48])=[C:33]([CH2:35][CH2:36][O:37]S(C3C=CC(C)=CC=3)(=O)=O)[N:34]=2)[CH2:29][CH2:28][CH2:27][CH2:26][CH2:25]1. (2) Given the product [CH3:1][O:2][C:3](=[O:22])[C:4]([S:13]([C:16]1[CH:17]=[CH:18][CH:19]=[CH:20][CH:21]=1)(=[O:15])=[O:14])([CH:6]1[CH2:11][CH2:10][C:9]2[C:29]3[C:28](=[CH:27][CH:26]=[C:25]([Cl:24])[CH:30]=3)[NH:31][C:8]=2[CH2:7]1)[CH3:5], predict the reactants needed to synthesize it. The reactants are: [CH3:1][O:2][C:3](=[O:22])[C:4]([S:13]([C:16]1[CH:21]=[CH:20][CH:19]=[CH:18][CH:17]=1)(=[O:15])=[O:14])([CH:6]1[CH2:11][CH2:10][CH2:9][C:8](=O)[CH2:7]1)[CH3:5].Cl.[Cl:24][C:25]1[CH:30]=[CH:29][C:28]([NH:31]N)=[CH:27][CH:26]=1.C([O-])(O)=O.[Na+]. (3) The reactants are: [N+:1]([C:4]1[C:14]([N+:15]([O-])=O)=[CH:13][CH:12]=[CH:11][C:5]=1[O:6][CH2:7][C:8]([O-:10])=[O:9])([O-])=O.[CH2:18]1[CH2:22]O[CH2:20][CH2:19]1.[H][H].[ClH:25]. Given the product [ClH:25].[ClH:25].[NH2:1][C:4]1[C:14]([NH2:15])=[CH:13][CH:12]=[CH:11][C:5]=1[O:6][CH2:7][C:8]([O:10][CH2:22][CH2:18][CH2:19][CH3:20])=[O:9], predict the reactants needed to synthesize it. (4) Given the product [ClH:26].[F:25][C:20]1[CH:21]=[CH:22][CH:23]=[CH:24][C:19]=1[C:17]1[O:16][N:15]=[C:14]([CH:10]2[CH2:11][CH2:12][CH2:13][NH:8][CH2:9]2)[N:18]=1, predict the reactants needed to synthesize it. The reactants are: C(OC([N:8]1[CH2:13][CH2:12][CH2:11][CH:10]([C:14]2[N:18]=[C:17]([C:19]3[CH:24]=[CH:23][CH:22]=[CH:21][C:20]=3[F:25])[O:16][N:15]=2)[CH2:9]1)=O)(C)(C)C.[Cl:26]CCl. (5) Given the product [CH:29]1([C:35]([N:25]2[CH2:24][CH2:23][CH:22]([N:21]([CH3:28])[C:19](=[O:20])[CH2:18][O:17][C:4]3[N:3]=[C:2]([CH3:1])[C:7]([NH:8][C:9](=[O:15])[O:10][C:11]([CH3:14])([CH3:12])[CH3:13])=[C:6]([CH3:16])[N:5]=3)[CH2:27][CH2:26]2)=[O:36])[CH2:34][CH2:33][CH2:32][CH2:31][CH2:30]1, predict the reactants needed to synthesize it. The reactants are: [CH3:1][C:2]1[C:7]([NH:8][C:9](=[O:15])[O:10][C:11]([CH3:14])([CH3:13])[CH3:12])=[C:6]([CH3:16])[N:5]=[C:4]([O:17][CH2:18][C:19]([N:21]([CH3:28])[CH:22]2[CH2:27][CH2:26][NH:25][CH2:24][CH2:23]2)=[O:20])[N:3]=1.[CH:29]1([C:35](Cl)=[O:36])[CH2:34][CH2:33][CH2:32][CH2:31][CH2:30]1. (6) Given the product [C:7]1([N:5]2[CH:6]=[C:2]([C:27]3[CH:28]=[C:23]([CH:24]=[CH:25][CH:26]=3)[C:21]([OH:22])=[O:20])[C:3]([C:13]3[CH:18]=[CH:17][N:16]=[CH:15][CH:14]=3)=[N:4]2)[CH:12]=[CH:11][CH:10]=[CH:9][CH:8]=1, predict the reactants needed to synthesize it. The reactants are: Br[C:2]1[C:3]([C:13]2[CH:18]=[CH:17][N:16]=[CH:15][CH:14]=2)=[N:4][N:5]([C:7]2[CH:12]=[CH:11][CH:10]=[CH:9][CH:8]=2)[CH:6]=1.C[O:20][C:21]([C:23]1[CH:24]=[C:25](B(O)O)[CH:26]=[CH:27][CH:28]=1)=[O:22].C(=O)([O-])[O-].[Na+].[Na+].Cl. (7) Given the product [ClH:47].[C:33]1([C:30]2[N:29]=[N:28][C:27]([CH2:26][CH:15]([NH:16][S:17]([C:20]3[CH:21]=[N:22][CH:23]=[CH:24][CH:25]=3)(=[O:19])=[O:18])[C:11]3[N:10]=[C:9]([NH:8][CH2:7][C:6]([OH:46])=[O:5])[CH:14]=[CH:13][CH:12]=3)=[CH:32][CH:31]=2)[CH:38]=[CH:37][CH:36]=[CH:35][CH:34]=1, predict the reactants needed to synthesize it. The reactants are: C([O:5][C:6](=[O:46])[CH2:7][N:8](C(OC(C)(C)C)=O)[C:9]1[CH:14]=[CH:13][CH:12]=[C:11]([CH:15]([CH2:26][C:27]2[N:28]=[N:29][C:30]([C:33]3[CH:38]=[CH:37][CH:36]=[CH:35][CH:34]=3)=[CH:31][CH:32]=2)[NH:16][S:17]([C:20]2[CH:21]=[N:22][CH:23]=[CH:24][CH:25]=2)(=[O:19])=[O:18])[N:10]=1)(C)(C)C.[ClH:47].O1CCOCC1.